This data is from NCI-60 drug combinations with 297,098 pairs across 59 cell lines. The task is: Regression. Given two drug SMILES strings and cell line genomic features, predict the synergy score measuring deviation from expected non-interaction effect. Drug 1: CC1=C(N=C(N=C1N)C(CC(=O)N)NCC(C(=O)N)N)C(=O)NC(C(C2=CN=CN2)OC3C(C(C(C(O3)CO)O)O)OC4C(C(C(C(O4)CO)O)OC(=O)N)O)C(=O)NC(C)C(C(C)C(=O)NC(C(C)O)C(=O)NCCC5=NC(=CS5)C6=NC(=CS6)C(=O)NCCC[S+](C)C)O. Drug 2: B(C(CC(C)C)NC(=O)C(CC1=CC=CC=C1)NC(=O)C2=NC=CN=C2)(O)O. Cell line: A549. Synergy scores: CSS=71.5, Synergy_ZIP=3.57, Synergy_Bliss=4.04, Synergy_Loewe=5.48, Synergy_HSA=9.48.